This data is from Forward reaction prediction with 1.9M reactions from USPTO patents (1976-2016). The task is: Predict the product of the given reaction. (1) Given the reactants [C:1]([O:5][C:6]([N:8]1[CH2:12][CH2:11][CH2:10][C@H:9]1[CH2:13][C:14](O)=[O:15])=[O:7])([CH3:4])([CH3:3])[CH3:2].B.O1CCCC1.O, predict the reaction product. The product is: [C:1]([O:5][C:6]([N:8]1[CH2:12][CH2:11][CH2:10][C@H:9]1[CH2:13][CH2:14][OH:15])=[O:7])([CH3:4])([CH3:3])[CH3:2]. (2) Given the reactants C1(C)C=CC=CC=1.Br[C:9]1[S:13][C:12]([C:14]2[CH:15]=[N:16][CH:17]=[CH:18][CH:19]=2)=[N:11][C:10]=1[Cl:20].[N:21]1[CH:26]=[CH:25][CH:24]=[C:23](B(O)O)[CH:22]=1.C([O-])([O-])=O.[K+].[K+], predict the reaction product. The product is: [Cl:20][C:10]1[N:11]=[C:12]([C:14]2[CH:15]=[N:16][CH:17]=[CH:18][CH:19]=2)[S:13][C:9]=1[C:23]1[CH:22]=[N:21][CH:26]=[CH:25][CH:24]=1. (3) The product is: [ClH:17].[Br:1][C:2]1[CH:7]=[CH:6][C:5]([C@@H:8]([NH2:10])[CH3:9])=[CH:4][CH:3]=1. Given the reactants [Br:1][C:2]1[CH:7]=[CH:6][C:5]([C@@H:8]([NH:10][S@](C(C)(C)C)=O)[CH3:9])=[CH:4][CH:3]=1.[ClH:17], predict the reaction product.